This data is from Reaction yield outcomes from USPTO patents with 853,638 reactions. The task is: Predict the reaction yield, written as a fraction of the theoretical maximum amount of product (1.0 means a 100% yield; for example, 0.34 means a 34% yield). The product is [C:1]([O:4][CH2:5][C:6]1[C:11]([N:12]2[CH2:24][CH2:23][N:15]3[C:16]4[CH2:17][CH2:18][CH2:19][CH2:20][C:21]=4[CH:22]=[C:14]3[C:13]2=[O:25])=[CH:10][C:9]([F:26])=[CH:8][C:7]=1[C:37]1[CH:38]=[C:39]([NH:45][C:46]2[CH:51]=[CH:50][C:49]([N:52]3[CH2:57][CH2:56][N:55]([CH:58]4[CH2:59][O:60][CH2:61]4)[CH2:54][CH2:53]3)=[CH:48][N:47]=2)[C:40](=[O:44])[N:41]([CH3:43])[N:42]=1)(=[O:3])[CH3:2]. The yield is 0.720. The catalyst is CC#N.C1C=CC(P(C2C=CC=CC=2)[C-]2C=CC=C2)=CC=1.C1C=CC(P(C2C=CC=CC=2)[C-]2C=CC=C2)=CC=1.Cl[Pd]Cl.[Fe+2]. The reactants are [C:1]([O:4][CH2:5][C:6]1[C:11]([N:12]2[CH2:24][CH2:23][N:15]3[C:16]4[CH2:17][CH2:18][CH2:19][CH2:20][C:21]=4[CH:22]=[C:14]3[C:13]2=[O:25])=[CH:10][C:9]([F:26])=[CH:8][C:7]=1B1OC(C)(C)C(C)(C)O1)(=[O:3])[CH3:2].Cl[C:37]1[CH:38]=[C:39]([NH:45][C:46]2[CH:51]=[CH:50][C:49]([N:52]3[CH2:57][CH2:56][N:55]([CH:58]4[CH2:61][O:60][CH2:59]4)[CH2:54][CH2:53]3)=[CH:48][N:47]=2)[C:40](=[O:44])[N:41]([CH3:43])[N:42]=1.CC([O-])=O.[Na+].